Dataset: Reaction yield outcomes from USPTO patents with 853,638 reactions. Task: Predict the reaction yield, written as a fraction of the theoretical maximum amount of product (1.0 means a 100% yield; for example, 0.34 means a 34% yield). (1) The reactants are [CH2:1]([O:3][C:4](=[O:31])[CH2:5][C:6]([CH3:30])([CH3:29])[C:7]#[C:8][C:9]1[CH:14]=[C:13]([N+:15]([O-:17])=[O:16])[CH:12]=[CH:11][C:10]=1[NH:18][CH2:19][CH2:20][O:21][Si](C(C)(C)C)(C)C)[CH3:2].CCCC[N+](CCCC)(CCCC)CCCC.[F-]. The catalyst is CC#N.Cl[Pd]Cl. The product is [CH2:1]([O:3][C:4](=[O:31])[CH2:5][C:6]([C:7]1[N:18]([CH2:19][CH2:20][OH:21])[C:10]2[C:9]([CH:8]=1)=[CH:14][C:13]([N+:15]([O-:17])=[O:16])=[CH:12][CH:11]=2)([CH3:30])[CH3:29])[CH3:2]. The yield is 0.600. (2) The reactants are [CH3:1][O:2][C:3](=[O:21])[C@@H:4]([NH:13][C:14]([O:16][C:17]([CH3:20])([CH3:19])[CH3:18])=[O:15])[CH2:5][C:6]1[CH:11]=[CH:10][C:9]([NH2:12])=[CH:8][CH:7]=1.Cl[C:23]1[C:32]2[C:27](=[CH:28][N:29]=[CH:30][CH:31]=2)[CH:26]=[CH:25][N:24]=1.CCN(C(C)C)C(C)C. The catalyst is C(OCCO)C. The product is [CH3:1][O:2][C:3](=[O:21])[C@@H:4]([NH:13][C:14]([O:16][C:17]([CH3:18])([CH3:20])[CH3:19])=[O:15])[CH2:5][C:6]1[CH:11]=[CH:10][C:9]([NH:12][C:23]2[C:32]3[C:27](=[CH:28][N:29]=[CH:30][CH:31]=3)[CH:26]=[CH:25][N:24]=2)=[CH:8][CH:7]=1. The yield is 0.470.